Dataset: Human Reference Interactome with 51,813 positive PPI pairs across 8,248 proteins, plus equal number of experimentally-validated negative pairs. Task: Binary Classification. Given two protein amino acid sequences, predict whether they physically interact or not. (1) Protein 1 (ENSG00000115602) has sequence MGFWILAILTILMYSTAAKFSKQSWGLENEALIVRCPRQGKPSYTVDWYYSQTNKSIPTQERNRVFASGQLLKFLPAAVADSGIYTCIVRSPTFNRTGYANVTIYKKQSDCNVPDYLMYSTVSGSEKNSKIYCPTIDLYNWTAPLEWFKNCQALQGSRYRAHKSFLVIDNVMTEDAGDYTCKFIHNENGANYSVTATRSFTVKDEQGFSLFPVIGAPAQNEIKEVEIGKNANLTCSACFGKGTQFLAAVLWQLNGTKITDFGEPRIQQEEGQNQSFSNGLACLDMVLRIADVKEEDLLLQ.... Protein 2 (ENSG00000181704) has sequence MAEAEESPGDPGTASPRPLMRDLKAVGKKFMHVLYPRKSNTLLRDWDLWGPLILCVTLALMLQRDSADSEKDGGPQFAEVFVIVWFGAVTITLNSKLLGGNISFFQSLCVLGYCILPLTVAMLICRLVLLADPGPVNFMVRLFVVIVMFAWSIVASTAFLADSQPPNRRALAVYPVFLFYFVISWMILTFTPQ*MAEAEESPGDPGTASPRPLFAGLSDISISQDIPVEGEITIPMRSRIREFDSSTLNESVRNTIMRDLKAVGKKFMHVLYPRKSNTLLRDWDLWGPLILCVTLALMLQ.... Result: 1 (the proteins interact). (2) Protein 2 (ENSG00000136143) has sequence MAASMFYGRLVAVATLRNHRPRTAQRAAAQGPVLIGSSHGGVNIEDVAAESPEAIIKEPIDIEEGIKKEQALQLAQKMGFPPNIVESAAENMVKLYSLFLKYDATMIEINPMVEDSDGAVLCMDAKINFDSNSAYRQKKIFDLQDWTQEDERDKSGRGHPSEPPASDGPAGCCSGSKDVVIKAQVLAGGRGKGTFESGLKGGVKIVFSPEEAKAVSSQMIGKKLFTKQTGEKGRICNQVLVCERKYPRREYYFAITMERSFQGPVLIGSSHGGVNIEDVAAESPEAIIKEPIDIEEGIKK.... Result: 0 (the proteins do not interact). Protein 1 (ENSG00000144712) has sequence MSTAAFHISSLLEKMTSSDKDFRFMATSDLMSELQKDSIQLDEDSERKVVKMLLRLLEDKNGEVQNLAVKWLGVPLGAFHASLLHCLLPQLSSPRLAVRKRAVGALGHLAAACSTDLFVELADHLLDRLPGPRVPTSPTAIRTLIQCLGSVGRQAGHRLGAHLDRLVPLVEDFCNLDDDELRESCLQAFEAFLRKCPKEMGPHVPNVTSLCLQYIKHDPNYNYDSDEDEEQMETEDSEFSEQESEDEYSDDDDMSWKVRRAAAKCIAALISSRPDLLPDFHCTLAPVLIRRFKEREENVK.... (3) Protein 1 (ENSG00000090989) has sequence MTAIKHALQRDIFTPNDERLLSIVNVCKAGKKKKNCFLCATVTTERPVQVKVVKVKKSDKGDFYKRQIAWALRDLAVVDAKDAIKENPEFDLHFEKIYKWVASSTAEKNAFISCIWKLNQRYLRKKIDFVNVSSQLLEESVPSGENQSVTGGDEEVVDEYQELNAREEQDIEIMMEGCEYAISNAEAFAEKLSRELQVLDGANIQSIMASEKQVNILMKLLDEALKEVDQIELKLSSYEEMLQSVKEQMDQISESNHLIHLSNTNNVKLLSEIEFLVNHMDLAKGHIKALQEGDLASSRG.... Result: 1 (the proteins interact). Protein 2 (ENSG00000138750) has sequence MAFNFGAPSGTSGTAAATAAPAGGFGGFGTTSTTAGSAFSFSAPTNTGTTGLFGGTQNKGFGFGTGFGTTTGTSTGLGTGLGTGLGFGGFNTQQQQQTTLGGLFSQPTQAPTQSNQLINTASALSAPTLLGDERDAILAKWNQLQAFWGTGKGYFNNNIPPVEFTQENPFCRFKAVGYSCMPSNKDEDGLVVLVFNKKETEIRSQQQQLVESLHKVLGGNQTLTVNVEGTKTLPDDQTEVVIYVVERSPNGTSRRVPATTLYAHFEQANIKTQLQQLGVTLSMTRTELSPAQIKQLLQNP.... (4) Protein 1 (ENSG00000159202) has sequence MAESPTEEAATAGAGAAGPGASSVAGVVGVSGSGGGFGPPFLPDVWAAAAAAGGAGGPGSGLAPLPGLPPSAAAHGAALLSHWDPTLSSDWDGERTAPQCLLRIKRDIMSIYKEPPPGMFVVPDTVDMTKIHALITGPFDTPYEGGFFLFVFRCPPDYPIHPPRVKLMTTGNNTVRFNPNFYRNGKVCLSILGTWTGPAWSPAQSISSVLISIQSLMTENPYHNEPGFEQERHPGDSKNYNECIRHETIRVAVCDMMEGKCPCPEPLRGVMEKSFLEYYDFYEVACKDRLHLQGQTMQDP.... Protein 2 (ENSG00000163468) has sequence MMGHRPVLVLSQNTKRESGRKVQSGNINAAKTIADIIRTCLGPKSMMKMLLDPMGGIVMTNDGNAILREIQVQHPAAKSMIEISRTQDEEVGDGTTSVIILAGEMLSVAEHFLEQQMHPTVVISAYRKALDDMISTLKKISIPVDISDSDMMLNIINSSITTKAISRWSSLACNIALDAVKMVQFEENGRKEIDIKKYARVEKIPGGIIEDSCVLRGVMINKDVTHPRMRRYIKNPRIVLLDSSLEYKKGESQTDIEITREEDFTRILQMEEEYIQQLCEDIIQLKPDVVITEKGISDLA.... Result: 1 (the proteins interact). (5) Protein 1 (ENSG00000215217) has sequence MEDDEEETTASTLRGKPRPPPVSAQSAFSYIPPRRLDPKEHSYYYRPARTGIISLYDCIFKRRLDYDQKLHRDDREHAKSLGLHVNEEEQERPVGVLTSSVYGKRINQPIEPLNRDFGRANHVQADFYRKNDIPSLKEPGFGHIAPS*MEDDEEETTASTLRGKPRPPPVSAQSAFSYIPPRRLDPKEHSYYYRPARTGIISLYDCIFKRRLDYDQKLHRDDREHAKSLGLHVNEEERPVGVLTSSVYGKRINQPIEPLNRDFGRANHVQADFYRKNDIPSLKEPGFGHIAPS*. Protein 2 (ENSG00000189120) has sequence MLTAVCGSLGSQHTEAPHASPPRLDLQPLQTYQGHTSPEAGDYPSPLQPGELQSLPLGPEVDFSQGYELPGASSRVTCEDLESDSPLAPGPFSKLLQPDMSHHYESWFRPTHPGAEDGSWWDLHPGTSWMDLPHTQGALTSPGHPGALQAGLGGYVGDHQLCAPPPHPHAHHLLPAAGGQHLLGPPDGAKALEVAAPESQGLDSSLDGAARPKGSRRSVPRSSGQTVCRCPNCLEAERLGAPCGPDGGKKKHLHNCHIPGCGKAYAKTSHLKAHLRWHSGDRPFVCNWLFCGKRFTRSDE.... Result: 0 (the proteins do not interact). (6) Protein 1 (ENSG00000103034) has sequence MAGLQELRFPEEKPLLRGQDATELESSDAFLLAADTDWKEHDIETPYGLLHVVIRGSPKGNRPAILTYHDVGLNHKLCFNTFFNFEDMQEITKHFVVCHVDAPGQQVGASQFPQGYQFPSMEQLAAMLPSVVQHFGFKYVIGIGVGAGAYVLAKFALIFPDLVEGLVLVNIDPNGKGWIDWAATKLSGLTSTLPDTVLSHLFSQEELVNNTELVQSYRQQIGNVVNQANLQLFWNMYNSRRDLDINRPGTVPNAKTLRCPVMLVVGDNAPAEDGVVECNSKLDPTTTTFLKMADSGGLPQ.... Protein 2 (ENSG00000164610) has sequence MSSRPGREDVGAAGARRPREPPEQELQRRREQKRRRHDAQQLQQLKHLESFYEKPPPGLIKEDETKPEDCIPDVPGNEHAREFLAHAPTKGLWMPLGKEVKVMQCWRCKRYGHRTGDKECPFFIKGNQKLEQFRVAHEDPMYDIIRDNKRHEKDVRIQQLKQLLEDSTSDEDRSSSSSSEGKEKHKKKKKKEKHKKRKKEKKKKKKRKHKSSKSNEGSDSE*MAGAAQHREEKHSALLSYEKPPPGLIKEDETKPEDCIPDVPGNEHAREFLAHAPTKGLWMPLGKEVKVMQCWRCKRYG.... Result: 0 (the proteins do not interact).